From a dataset of Catalyst prediction with 721,799 reactions and 888 catalyst types from USPTO. Predict which catalyst facilitates the given reaction. (1) Reactant: [NH:1]1[CH:5]=[C:4]([C:6]2[S:7][CH:8]=[C:9]([C:11]([O:13]CC)=[O:12])[N:10]=2)[N:3]=[CH:2]1.[Li]. Product: [NH:1]1[CH:5]=[C:4]([C:6]2[S:7][CH:8]=[C:9]([C:11]([OH:13])=[O:12])[N:10]=2)[N:3]=[CH:2]1. The catalyst class is: 1. (2) Reactant: BrCCCOC1C=CC(C2(C#[N:19])CCCCC2)=CC=1.Cl[CH2:21][CH2:22][CH2:23][O:24][C:25]1[CH:30]=[CH:29][C:28]([C:31]2([C:37]#[N:38])[CH2:36][CH2:35][CH2:34][CH2:33][CH2:32]2)=[CH:27][CH:26]=1.C([O-])([O-])=O.[Cs+].[Cs+].[I-].[K+].[CH3:47][O:48][CH2:49][C@H:50]1[CH2:54][CH2:53][CH2:52][NH:51]1. Product: [NH3:19].[CH3:47][O:48][CH2:49][C@H:50]1[CH2:54][CH2:53][CH2:52][N:51]1[CH2:21][CH2:22][CH2:23][O:24][C:25]1[CH:30]=[CH:29][C:28]([C:31]2([C:37]#[N:38])[CH2:36][CH2:35][CH2:34][CH2:33][CH2:32]2)=[CH:27][CH:26]=1. The catalyst class is: 37. (3) Reactant: ClC(OC1C=CC([N+]([O-])=O)=CC=1)=O.[CH3:14][C:15]1[CH:20]=C(NC)[CH:18]=[CH:17][C:16]=1/[CH:23]=[CH:24]/[S:25]([N:28]1[CH2:49][CH2:48][C:31]2([N:35]=[C:34]([C:36]3[CH:41]=[CH:40][CH:39]=[C:38]([O:42][C:43]([F:46])([F:45])[F:44])[CH:37]=3)[NH:33][C:32]2=[O:47])[CH2:30][CH2:29]1)(=[O:27])=[O:26].[CH3:50][N:51]([CH3:55])[CH2:52][CH2:53][NH2:54].C[C:57]([N:59]([CH3:61])[CH3:60])=[O:58]. Product: [CH3:50][N:51]([CH3:55])[CH2:52][CH2:53][NH:54][C:57](=[O:58])[N:59]([CH3:61])[C:60]1[CH:18]=[CH:17][C:16](/[CH:23]=[CH:24]/[S:25]([N:28]2[CH2:29][CH2:30][C:31]3([N:35]=[C:34]([C:36]4[CH:41]=[CH:40][CH:39]=[C:38]([O:42][C:43]([F:45])([F:44])[F:46])[CH:37]=4)[NH:33][C:32]3=[O:47])[CH2:48][CH2:49]2)(=[O:26])=[O:27])=[C:15]([CH3:20])[CH:14]=1. The catalyst class is: 1. (4) Reactant: [CH3:1][O:2][CH2:3][CH2:4][C:5]([NH:29]C(=O)OC(C)(C)C)([CH2:25][CH2:26][O:27][CH3:28])[CH2:6][NH:7][C:8](=[O:24])[O:9][CH2:10][CH:11]1[C:23]2[CH:22]=[CH:21][CH:20]=[CH:19][C:18]=2[C:17]2[C:12]1=[CH:13][CH:14]=[CH:15][CH:16]=2. Product: [NH2:29][C:5]([CH2:4][CH2:3][O:2][CH3:1])([CH2:25][CH2:26][O:27][CH3:28])[CH2:6][NH:7][C:8](=[O:24])[O:9][CH2:10][CH:11]1[C:23]2[CH:22]=[CH:21][CH:20]=[CH:19][C:18]=2[C:17]2[C:12]1=[CH:13][CH:14]=[CH:15][CH:16]=2. The catalyst class is: 557. (5) Reactant: [CH3:1][O:2][C:3]1[O:7][C:6](=[O:8])[N:5]([C:9]2[CH:14]=[CH:13][C:12]([N+:15]([O-])=O)=[CH:11][CH:10]=2)[N:4]=1.[H][H]. Product: [CH3:1][O:2][C:3]1[O:7][C:6](=[O:8])[N:5]([C:9]2[CH:14]=[CH:13][C:12]([NH2:15])=[CH:11][CH:10]=2)[N:4]=1. The catalyst class is: 43. (6) Reactant: [C:1]([C:3]1[CH:10]=[CH:9][C:6]([CH2:7]O)=[CH:5][CH:4]=1)#[CH:2].[NH:11]1[CH2:16][CH2:15][O:14][CH2:13][CH2:12]1.[I-].C(C[P+](C)(C)C)#N.C(N(C(C)C)C(C)C)C.C([O-])(O)=O.[Na+]. Product: [C:1]([C:3]1[CH:10]=[CH:9][C:6]([CH2:7][N:11]2[CH2:16][CH2:15][O:14][CH2:13][CH2:12]2)=[CH:5][CH:4]=1)#[CH:2]. The catalyst class is: 397.